This data is from Forward reaction prediction with 1.9M reactions from USPTO patents (1976-2016). The task is: Predict the product of the given reaction. (1) Given the reactants [Si:1]([O:18][CH2:19][C:20]1[N:25]=[CH:24][N:23]=[C:22]([C:26]#N)[CH:21]=1)([C:14]([CH3:17])([CH3:16])[CH3:15])([C:8]1[CH:13]=[CH:12][CH:11]=[CH:10][CH:9]=1)[C:2]1[CH:7]=[CH:6][CH:5]=[CH:4][CH:3]=1.[CH:28]1([Mg]Br)[CH2:30][CH2:29]1.Cl.C1C[O:37]CC1, predict the reaction product. The product is: [Si:1]([O:18][CH2:19][C:20]1[N:25]=[CH:24][N:23]=[C:22]([C:26]([CH:28]2[CH2:30][CH2:29]2)=[O:37])[CH:21]=1)([C:14]([CH3:17])([CH3:15])[CH3:16])([C:8]1[CH:9]=[CH:10][CH:11]=[CH:12][CH:13]=1)[C:2]1[CH:7]=[CH:6][CH:5]=[CH:4][CH:3]=1. (2) Given the reactants COC1N=CC(C2[C@@]3(C)CC[C@H]4[C@H]([C@@H]3CC=2)CC=C2[C@]4(C)CCC(=O)N2C)=CC=1.CN1C2C(=CC=C(B(O)O)C=2)C=C1.[CH3:43][N:44]1[C:53]2[C:48]([CH3:72])([CH:49]3[CH2:60][CH2:59][C:58]4([CH3:61])[CH:54]([CH2:55][CH:56]=[C:57]4[C:62]4[CH:63]=[C:64]5[C:68](=[CH:69][CH:70]=4)[N:67]([CH3:71])[CH:66]=[CH:65]5)[CH:50]3[CH2:51][CH:52]=2)[CH2:47][CH2:46][C:45]1=[O:73], predict the reaction product. The product is: [CH3:43][N:44]1[C:53]2[C@@:48]([CH3:72])([C@H:49]3[CH2:60][CH2:59][C@@:58]4([CH3:61])[C@@H:54]([CH2:55][CH:56]=[C:57]4[C:62]4[CH:63]=[C:64]5[C:68](=[CH:69][CH:70]=4)[N:67]([CH3:71])[CH:66]=[CH:65]5)[C@@H:50]3[CH2:51][CH:52]=2)[CH2:47][CH2:46][C:45]1=[O:73]. (3) Given the reactants [Cl:1][C:2]1[CH:3]=[C:4]2[C:12](=[C:13]([Cl:15])[CH:14]=1)[NH:11][C:10]1[C:9]([C:21]([F:24])([F:23])[F:22])([O:16][Si](C)(C)C)[CH2:8][CH2:7][CH2:6][C:5]2=1.[OH-].[K+], predict the reaction product. The product is: [Cl:1][C:2]1[CH:3]=[C:4]2[C:12](=[C:13]([Cl:15])[CH:14]=1)[NH:11][C:10]1[C:9]([C:21]([F:23])([F:22])[F:24])([OH:16])[CH2:8][CH2:7][CH2:6][C:5]2=1. (4) Given the reactants CS(O[CH2:6][CH2:7][O:8][C:9]1[CH:14]=[CH:13][CH:12]=[C:11]([NH:15][C:16]2[N:21]=[CH:20][C:19]([C:22]3[CH:27]=[CH:26][C:25]([O:28][CH:29]([F:31])[F:30])=[CH:24][CH:23]=3)=[CH:18][N:17]=2)[CH:10]=1)(=O)=O.[NH:32]1[CH2:37][CH2:36][CH:35]([C:38]([O:40][CH2:41][CH3:42])=[O:39])[CH2:34][CH2:33]1, predict the reaction product. The product is: [F:31][CH:29]([F:30])[O:28][C:25]1[CH:26]=[CH:27][C:22]([C:19]2[CH:20]=[N:21][C:16]([NH:15][C:11]3[CH:10]=[C:9]([CH:14]=[CH:13][CH:12]=3)[O:8][CH2:7][CH2:6][N:32]3[CH2:37][CH2:36][CH:35]([C:38]([O:40][CH2:41][CH3:42])=[O:39])[CH2:34][CH2:33]3)=[N:17][CH:18]=2)=[CH:23][CH:24]=1. (5) The product is: [NH2:9][C:5]1[CH:4]=[CH:3][C:2]([N:12]2[CH2:16][CH2:15][C@@H:14]([OH:17])[CH2:13]2)=[N:7][C:6]=1[CH3:8]. Given the reactants Cl[C:2]1[N:7]=[C:6]([CH3:8])[C:5]([N+:9]([O-])=O)=[CH:4][CH:3]=1.[NH:12]1[CH2:16][CH2:15][C@@H:14]([OH:17])[CH2:13]1, predict the reaction product. (6) Given the reactants COC1C=C(OC)C=CC=1C[NH:6][C:7]1[N:12]=[CH:11][C:10]2[CH:13]=[N:14][N:15]([S:16]([C:19]3[CH:24]=[CH:23][C:22]([F:25])=[CH:21][CH:20]=3)(=[O:18])=[O:17])[C:9]=2[CH:8]=1, predict the reaction product. The product is: [F:25][C:22]1[CH:23]=[CH:24][C:19]([S:16]([N:15]2[C:9]3[CH:8]=[C:7]([NH2:6])[N:12]=[CH:11][C:10]=3[CH:13]=[N:14]2)(=[O:18])=[O:17])=[CH:20][CH:21]=1. (7) The product is: [CH2:42]([O:43][C:30](=[O:31])[CH2:26][C:27]([NH:1][C:2]1[CH:20]=[C:19]([Br:21])[C:5]([O:6][C:7]2[CH:12]=[C:11]([CH:13]([CH3:15])[CH3:14])[C:10]([OH:16])=[C:9]([CH2:17][OH:18])[CH:8]=2)=[C:4]([Br:22])[C:3]=1[CH3:23])=[O:28])[CH3:41]. Given the reactants [NH2:1][C:2]1[CH:20]=[C:19]([Br:21])[C:5]([O:6][C:7]2[CH:12]=[C:11]([CH:13]([CH3:15])[CH3:14])[C:10]([OH:16])=[C:9]([CH2:17][OH:18])[CH:8]=2)=[C:4]([Br:22])[C:3]=1[CH3:23].C([CH:26]([C:30](Cl)=[O:31])[C:27](Cl)=[O:28])C.CCN(CC)CC.C1C[O:43][CH2:42][CH2:41]1, predict the reaction product.